Predict the reaction yield, written as a fraction of the theoretical maximum amount of product (1.0 means a 100% yield; for example, 0.34 means a 34% yield). From a dataset of Reaction yield outcomes from USPTO patents with 853,638 reactions. (1) The catalyst is C(O)CO. The reactants are Cl[C:2]1[N:7]=[CH:6][C:5]([CH2:8][CH3:9])=[CH:4][N:3]=1.[NH2:10][CH:11]1[CH2:16][CH2:15][N:14]([C:17]([O:19][CH2:20][CH3:21])=[O:18])[CH2:13][CH2:12]1.C(N(CC)CC)C.O. The product is [CH2:20]([O:19][C:17]([N:14]1[CH2:13][CH2:12][CH:11]([NH:10][C:2]2[N:7]=[CH:6][C:5]([CH2:8][CH3:9])=[CH:4][N:3]=2)[CH2:16][CH2:15]1)=[O:18])[CH3:21]. The yield is 0.460. (2) The reactants are [Br:1][C:2]1[CH:3]=[C:4]([CH:30]=[CH:31][CH:32]=1)[CH2:5][N:6]1[C:14]2[C:13](=[O:15])[N:12]([CH3:16])[C:11](=[O:17])[N:10]([CH3:18])[C:9]=2[N:8]=[C:7]1[NH:19][C:20]1[CH:25]=[CH:24][CH:23]=[C:22]([C:26]([F:29])([F:28])[F:27])[CH:21]=1.[H-].[Na+].I[CH3:36]. The catalyst is CN(C=O)C. The product is [Br:1][C:2]1[CH:3]=[C:4]([CH:30]=[CH:31][CH:32]=1)[CH2:5][N:6]1[C:14]2[C:13](=[O:15])[N:12]([CH3:16])[C:11](=[O:17])[N:10]([CH3:18])[C:9]=2[N:8]=[C:7]1[N:19]([CH3:36])[C:20]1[CH:25]=[CH:24][CH:23]=[C:22]([C:26]([F:29])([F:28])[F:27])[CH:21]=1. The yield is 0.808. (3) The reactants are [Cl:1][C:2]1[CH:7]=[CH:6][C:5]([N:8]2[CH2:13][CH2:12][N:11]([C:14]3[N:15]=[C:16](O)[C:17]4[S:22][CH2:21][CH2:20][C:18]=4[N:19]=3)[CH2:10][CH2:9]2)=[CH:4][CH:3]=1.P(Cl)(Cl)([Cl:26])=O. No catalyst specified. The product is [Cl:26][C:16]1[C:17]2[S:22][CH2:21][CH2:20][C:18]=2[N:19]=[C:14]([N:11]2[CH2:12][CH2:13][N:8]([C:5]3[CH:6]=[CH:7][C:2]([Cl:1])=[CH:3][CH:4]=3)[CH2:9][CH2:10]2)[N:15]=1. The yield is 0.850. (4) The reactants are [NH2:1][C:2]1[C:7]2[C:8]([C:11]3[CH:16]=[CH:15][C:14]([O:17][C:18]4[CH:23]=[CH:22][CH:21]=[CH:20][CH:19]=4)=[CH:13][CH:12]=3)=[CH:9][S:10][C:6]=2[C:5](/[CH:24]=[CH:25]/[C:26](OCC)=[O:27])=[CH:4][N:3]=1.CC(C[AlH]CC(C)C)C.CO. The catalyst is C1COCC1. The product is [NH2:1][C:2]1[C:7]2[C:8]([C:11]3[CH:12]=[CH:13][C:14]([O:17][C:18]4[CH:23]=[CH:22][CH:21]=[CH:20][CH:19]=4)=[CH:15][CH:16]=3)=[CH:9][S:10][C:6]=2[C:5](/[CH:24]=[CH:25]/[CH2:26][OH:27])=[CH:4][N:3]=1. The yield is 0.490. (5) The reactants are [OH:1][C:2]1[C:7]2[C@@:8]3([OH:45])[C@@:21]([O:25][CH3:26])([C@H:22]([OH:24])[CH2:23][C:6]=2[CH:5]=[C:4]([CH3:46])[C:3]=1[C:47]([O:49][CH3:50])=[O:48])[C:20](=[O:27])[C:19]1[C:10](=[CH:11][C:12]2[C:13](=[O:43])[C:14]([NH:30][C@@H:31]4[C@H:36]([O:37][CH3:38])[C@H:35]([OH:39])[C@@H:34]([O:40][CH3:41])[C@H:33]([CH3:42])[O:32]4)=[CH:15][C:16](=[O:29])[C:17]=2[C:18]=1[OH:28])[C:9]3=[O:44].[Br:51]N1C(=O)CCC1=O.C(OOC(=O)C1C=CC=CC=1)(=O)C1C=CC=CC=1. The catalyst is C(Cl)(Cl)Cl. The product is [Br:51][C:5]1[C:6]2[CH2:23][C@@H:22]([OH:24])[C@:21]3([O:25][CH3:26])[C@:8]([OH:45])([C:7]=2[C:2]([OH:1])=[C:3]([C:47]([O:49][CH3:50])=[O:48])[C:4]=1[CH3:46])[C:9](=[O:44])[C:10]1[C:19](=[C:18]([OH:28])[C:17]2[C:16](=[O:29])[CH:15]=[C:14]([NH:30][C@@H:31]4[C@H:36]([O:37][CH3:38])[C@H:35]([OH:39])[C@@H:34]([O:40][CH3:41])[C@H:33]([CH3:42])[O:32]4)[C:13](=[O:43])[C:12]=2[CH:11]=1)[C:20]3=[O:27]. The yield is 0.360. (6) The reactants are [F:1][C:2]1[CH:7]=[C:6]([I:8])[CH:5]=[CH:4][C:3]=1[NH:9][C:10]1[N:15]([CH3:16])[C:14](=[O:17])[C:13]2[CH2:18][CH2:19][CH2:20][C:12]=2[C:11]=1[C:21](OCC)=[O:22].[Si:26]([O:33][CH2:34][CH2:35][O:36][NH2:37])([C:29]([CH3:32])([CH3:31])[CH3:30])([CH3:28])[CH3:27].[Li+].C[Si]([N-][Si](C)(C)C)(C)C. The catalyst is C1COCC1. The product is [Si:26]([O:33][CH2:34][CH2:35][O:36][NH:37][C:21]([C:11]1[C:12]2[CH2:20][CH2:19][CH2:18][C:13]=2[C:14](=[O:17])[N:15]([CH3:16])[C:10]=1[NH:9][C:3]1[CH:4]=[CH:5][C:6]([I:8])=[CH:7][C:2]=1[F:1])=[O:22])([C:29]([CH3:32])([CH3:31])[CH3:30])([CH3:28])[CH3:27]. The yield is 0.780. (7) The reactants are [C:1]([O:5][C:6](=[O:23])[NH:7][CH:8]([C:10]1[CH:15]=[C:14]([Cl:16])[C:13]([C:17]#[N:18])=[C:12](Br)[C:11]=1[O:20][CH2:21][CH3:22])[CH3:9])([CH3:4])([CH3:3])[CH3:2].[CH3:24][S:25]([C:28]1[CH:29]=[N:30][CH:31]=[C:32](B2OC(C)(C)C(C)(C)O2)[CH:33]=1)(=[O:27])=[O:26].C(=O)([O-])[O-].[K+].[K+]. The catalyst is O1CCOCC1.O.C1C=CC([P]([Pd]([P](C2C=CC=CC=2)(C2C=CC=CC=2)C2C=CC=CC=2)([P](C2C=CC=CC=2)(C2C=CC=CC=2)C2C=CC=CC=2)[P](C2C=CC=CC=2)(C2C=CC=CC=2)C2C=CC=CC=2)(C2C=CC=CC=2)C2C=CC=CC=2)=CC=1. The product is [Cl:16][C:14]1[C:13]([C:17]#[N:18])=[C:12]([C:32]2[CH:31]=[N:30][CH:29]=[C:28]([S:25]([CH3:24])(=[O:27])=[O:26])[CH:33]=2)[C:11]([O:20][CH2:21][CH3:22])=[C:10]([CH:8]([NH:7][C:6](=[O:23])[O:5][C:1]([CH3:4])([CH3:3])[CH3:2])[CH3:9])[CH:15]=1. The yield is 0.600.